Dataset: Peptide-MHC class I binding affinity with 185,985 pairs from IEDB/IMGT. Task: Regression. Given a peptide amino acid sequence and an MHC pseudo amino acid sequence, predict their binding affinity value. This is MHC class I binding data. (1) The peptide sequence is LERPLAVQL. The MHC is HLA-B18:01 with pseudo-sequence HLA-B18:01. The binding affinity (normalized) is 0.213. (2) The peptide sequence is YARECQEVL. The MHC is HLA-A11:01 with pseudo-sequence HLA-A11:01. The binding affinity (normalized) is 0.0847. (3) The peptide sequence is ITAGYNRYY. The MHC is HLA-B58:01 with pseudo-sequence HLA-B58:01. The binding affinity (normalized) is 0.232. (4) The peptide sequence is IANTTDHFF. The MHC is HLA-A25:01 with pseudo-sequence HLA-A25:01. The binding affinity (normalized) is 0.0847. (5) The peptide sequence is YPASLHKFF. The MHC is HLA-B08:02 with pseudo-sequence HLA-B08:02. The binding affinity (normalized) is 0.309.